Task: Predict which catalyst facilitates the given reaction.. Dataset: Catalyst prediction with 721,799 reactions and 888 catalyst types from USPTO (1) Reactant: [F:1][C:2]1[C:7]([NH:8][C:9](=O)[C:10]2[CH:15]=[C:14]([CH3:16])[CH:13]=[C:12]([C:17]3[CH:22]=[CH:21][CH:20]=[C:19]([F:23])[CH:18]=3)[CH:11]=2)=[C:6]([CH3:25])[C:5]([OH:26])=[CH:4][CH:3]=1. Product: [F:1][C:2]1[CH:3]=[CH:4][C:5]([OH:26])=[C:6]([CH3:25])[C:7]=1[NH:8][CH2:9][C:10]1[CH:15]=[C:14]([CH3:16])[CH:13]=[C:12]([C:17]2[CH:22]=[CH:21][CH:20]=[C:19]([F:23])[CH:18]=2)[CH:11]=1. The catalyst class is: 1. (2) Reactant: [CH:1]1([CH2:4][C:5]2[C:10]([C:11]3[CH:16]=[CH:15][N:14]=[C:13](S(C)=O)[N:12]=3)=[CH:9][N:8]=[C:7]([NH2:20])[N:6]=2)[CH2:3][CH2:2]1.Cl.[O:22]1[CH2:27][CH2:26][CH2:25][CH:24]([NH2:28])[CH2:23]1.C(N(CC)CC)C. Product: [CH:1]1([CH2:4][C:5]2[C:10]([C:11]3[CH:16]=[CH:15][N:14]=[C:13]([NH:28][CH:24]4[CH2:25][CH2:26][CH2:27][O:22][CH2:23]4)[N:12]=3)=[CH:9][N:8]=[C:7]([NH2:20])[N:6]=2)[CH2:3][CH2:2]1. The catalyst class is: 16. (3) Reactant: Cl[CH2:2]/[CH:3]=[CH:4]\[CH2:5]Cl.[F:7][C:8]1[CH:15]=[CH:14][C:11]([CH2:12][NH2:13])=[CH:10][CH:9]=1. Product: [F:7][C:8]1[CH:15]=[CH:14][C:11]([CH2:12][N:13]2[CH2:5][CH:4]=[CH:3][CH2:2]2)=[CH:10][CH:9]=1. The catalyst class is: 4.